Dataset: Forward reaction prediction with 1.9M reactions from USPTO patents (1976-2016). Task: Predict the product of the given reaction. (1) Given the reactants [NH:1]1[CH2:5][CH2:4][NH:3][C:2]1=[O:6].C(=O)([O-])[O-].[Cs+].[Cs+].Br[CH2:14][C:15]([O:17][C:18]([CH3:21])([CH3:20])[CH3:19])=[O:16], predict the reaction product. The product is: [O:6]=[C:2]1[NH:3][CH2:4][CH2:5][N:1]1[CH2:14][C:15]([O:17][C:18]([CH3:21])([CH3:20])[CH3:19])=[O:16]. (2) Given the reactants [NH:1]1[C:9]2[C:4](=[C:5]([C:10]3[N:11]=[C:12]([N:22]4[CH2:27][CH2:26][O:25][CH2:24][CH2:23]4)[C:13]4[S:18][C:17]([C:19]([OH:21])=O)=[CH:16][C:14]=4[N:15]=3)[CH:6]=[CH:7][CH:8]=2)[CH:3]=[N:2]1.[N:28]1([CH:33]2[CH2:38][CH2:37][NH:36][CH2:35][CH2:34]2)[CH2:32][CH2:31][CH2:30][CH2:29]1, predict the reaction product. The product is: [NH:1]1[C:9]2[C:4](=[C:5]([C:10]3[N:11]=[C:12]([N:22]4[CH2:23][CH2:24][O:25][CH2:26][CH2:27]4)[C:13]4[S:18][C:17]([C:19]([N:36]5[CH2:37][CH2:38][CH:33]([N:28]6[CH2:32][CH2:31][CH2:30][CH2:29]6)[CH2:34][CH2:35]5)=[O:21])=[CH:16][C:14]=4[N:15]=3)[CH:6]=[CH:7][CH:8]=2)[CH:3]=[N:2]1. (3) Given the reactants [CH2:1]([NH2:8])[C:2]1[CH:7]=[CH:6][CH:5]=[CH:4][CH:3]=1.Br[CH2:10][CH2:11][CH:12]=[CH2:13], predict the reaction product. The product is: [CH2:1]([NH:8][CH2:13][CH2:12][CH:11]=[CH2:10])[C:2]1[CH:7]=[CH:6][CH:5]=[CH:4][CH:3]=1. (4) The product is: [F:19][C:2]([F:18])([F:1])[C:3]1[C:8]([C:9]([O:11][CH3:12])=[O:10])=[C:7]([O:13][C:34]([N:33]([C:27]2[CH:32]=[CH:31][CH:30]=[CH:29][CH:28]=2)[C:37]2[CH:42]=[CH:41][CH:40]=[CH:39][CH:38]=2)=[O:35])[CH:6]=[C:5]([C:14]([F:17])([F:16])[F:15])[N:4]=1. Given the reactants [F:1][C:2]([F:19])([F:18])[C:3]1[C:8]([C:9]([O:11][CH3:12])=[O:10])=[C:7]([OH:13])[CH:6]=[C:5]([C:14]([F:17])([F:16])[F:15])[N:4]=1.C(N(CC)CC)C.[C:27]1([N:33]([C:37]2[CH:42]=[CH:41][CH:40]=[CH:39][CH:38]=2)[C:34](Cl)=[O:35])[CH:32]=[CH:31][CH:30]=[CH:29][CH:28]=1, predict the reaction product. (5) Given the reactants [Cl:1][C:2]1[CH:19]=[CH:18][CH:17]=[C:16]([Cl:20])[C:3]=1[CH2:4][N:5]1[CH2:10][CH2:9][NH:8][C:7]2[N:11]=[CH:12][C:13](I)=[CH:14][C:6]1=2.[N:21]1([CH:26]2[CH2:31][CH2:30][N:29]([C:32]([C:34]3[CH:39]=[CH:38][C:37](B4OC(C)(C)C(C)(C)O4)=[CH:36][CH:35]=3)=[O:33])[CH2:28][CH2:27]2)[CH2:25][CH2:24][CH2:23][CH2:22]1, predict the reaction product. The product is: [Cl:1][C:2]1[CH:19]=[CH:18][CH:17]=[C:16]([Cl:20])[C:3]=1[CH2:4][N:5]1[CH2:10][CH2:9][NH:8][C:7]2[N:11]=[CH:12][C:13]([C:37]3[CH:38]=[CH:39][C:34]([C:32]([N:29]4[CH2:28][CH2:27][CH:26]([N:21]5[CH2:22][CH2:23][CH2:24][CH2:25]5)[CH2:31][CH2:30]4)=[O:33])=[CH:35][CH:36]=3)=[CH:14][C:6]1=2. (6) Given the reactants [N:1]1([C:6]2[C:16]3[O:15][CH2:14][CH2:13][N:12](C(OC(C)(C)C)=O)[CH2:11][C:10]=3[CH:9]=[CH:8][CH:7]=2)[CH2:5][CH2:4][CH2:3][CH2:2]1.C(OCC)(=O)C.[ClH:30], predict the reaction product. The product is: [ClH:30].[ClH:30].[N:1]1([C:6]2[C:16]3[O:15][CH2:14][CH2:13][NH:12][CH2:11][C:10]=3[CH:9]=[CH:8][CH:7]=2)[CH2:5][CH2:4][CH2:3][CH2:2]1.